This data is from Catalyst prediction with 721,799 reactions and 888 catalyst types from USPTO. The task is: Predict which catalyst facilitates the given reaction. (1) Reactant: [C:1]([O:5][C:6]([NH:8][CH2:9][C@H:10]1[CH2:15][CH2:14][C@H:13]([C:16]([NH:18][C@@H:19]([CH2:23][C:24]2[CH:29]=[CH:28][C:27]([C:30]3[CH:35]=[CH:34][C:33]([C:36](=[O:42])[NH:37][CH:38]4[CH2:41][CH2:40][CH2:39]4)=[CH:32][C:31]=3[CH3:43])=[CH:26][CH:25]=2)[C:20](O)=[O:21])=[O:17])[CH2:12][CH2:11]1)=[O:7])([CH3:4])([CH3:3])[CH3:2].[NH2:44][C:45]1[CH:53]=[C:52]2[C:48]([C:49](=[O:54])[NH:50][NH:51]2)=[CH:47][CH:46]=1.C(N(CC)C(C)C)(C)C.CN(C(ON1N=NC2C=CC=NC1=2)=[N+](C)C)C.F[P-](F)(F)(F)(F)F. Product: [CH:38]1([NH:37][C:36]([C:33]2[CH:34]=[CH:35][C:30]([C:27]3[CH:28]=[CH:29][C:24]([CH2:23][C@H:19]([NH:18][C:16]([C@H:13]4[CH2:12][CH2:11][C@H:10]([CH2:9][NH:8][C:6](=[O:7])[O:5][C:1]([CH3:2])([CH3:3])[CH3:4])[CH2:15][CH2:14]4)=[O:17])[C:20](=[O:21])[NH:44][C:45]4[CH:53]=[C:52]5[C:48]([C:49](=[O:54])[NH:50][NH:51]5)=[CH:47][CH:46]=4)=[CH:25][CH:26]=3)=[C:31]([CH3:43])[CH:32]=2)=[O:42])[CH2:39][CH2:40][CH2:41]1. The catalyst class is: 3. (2) Reactant: O[CH2:2][CH:3]1[CH2:12][C:11]2[C:6]3=[C:7]([CH2:13][CH2:14][N:5]3[CH2:4]1)[CH:8]=[CH:9][CH:10]=2.C([O-])([O-])=O.[K+].[K+].[CH:21](O)([CH3:23])[CH3:22]. Product: [CH2:13]1[C:7]2=[C:6]3[C:11](=[CH:10][CH:9]=[CH:8]2)[CH2:12][CH:3]([CH2:2][N:5]2[CH2:4][CH2:3][C:23]4([C:8]5[C:7](=[CH:6][CH:11]=[CH:10][CH:9]=5)[CH2:13][CH2:14]4)[CH2:21][CH2:22]2)[CH2:4][N:5]3[CH2:14]1. The catalyst class is: 1. (3) Reactant: [CH3:1][S:2][C:3]1[S:4][C:5]([C:13]2[CH:17]=[CH:16][NH:15][N:14]=2)=[C:6]2[CH2:11][CH2:10][CH2:9][C:8](=[O:12])[C:7]=12.[C:18](O[C:18]([O:20][C:21]([CH3:24])([CH3:23])[CH3:22])=[O:19])([O:20][C:21]([CH3:24])([CH3:23])[CH3:22])=[O:19].C(N(CC)CC)C. Product: [CH3:1][S:2][C:3]1[S:4][C:5]([C:13]2[CH:17]=[CH:16][N:15]([C:18]([O:20][C:21]([CH3:24])([CH3:23])[CH3:22])=[O:19])[N:14]=2)=[C:6]2[CH2:11][CH2:10][CH2:9][C:8](=[O:12])[C:7]=12. The catalyst class is: 4. (4) Reactant: [H-].[Na+].[CH3:3][CH:4]([CH3:7])[CH2:5][OH:6].F[C:9]1[CH:16]=[CH:15][C:14]([Br:17])=[CH:13][C:10]=1[C:11]#[N:12].O. Product: [Br:17][C:14]1[CH:15]=[CH:16][C:9]([O:6][CH2:5][CH:4]([CH3:7])[CH3:3])=[C:10]([CH:13]=1)[C:11]#[N:12]. The catalyst class is: 9. (5) Product: [F:32][C:2]1([F:1])[CH2:7][CH2:6][N:5]([C:8]([C:10]2[N:11]([CH2:38][CH2:37][O:36][CH3:35])[C:12]3[C:17]([CH:18]=2)=[CH:16][C:15]([C:19]([N:21]2[CH2:25][CH2:24][CH2:23][C@H:22]2[CH2:26][N:27]2[CH2:31][CH2:30][CH2:29][CH2:28]2)=[O:20])=[CH:14][CH:13]=3)=[O:9])[CH2:4][CH2:3]1. The catalyst class is: 9. Reactant: [F:1][C:2]1([F:32])[CH2:7][CH2:6][N:5]([C:8]([C:10]2[NH:11][C:12]3[C:17]([CH:18]=2)=[CH:16][C:15]([C:19]([N:21]2[CH2:25][CH2:24][CH2:23][C@H:22]2[CH2:26][N:27]2[CH2:31][CH2:30][CH2:29][CH2:28]2)=[O:20])=[CH:14][CH:13]=3)=[O:9])[CH2:4][CH2:3]1.[H-].[Na+].[CH3:35][O:36][CH2:37][CH2:38]Br.